Dataset: Reaction yield outcomes from USPTO patents with 853,638 reactions. Task: Predict the reaction yield, written as a fraction of the theoretical maximum amount of product (1.0 means a 100% yield; for example, 0.34 means a 34% yield). (1) The reactants are [C:1]([C:4]1[C:9]([O:10][CH2:11][C:12]2[CH:17]=[CH:16][CH:15]=[CH:14][CH:13]=2)=[CH:8][C:7]([N:18]([CH2:22][CH:23]=[CH2:24])[C:19](=[O:21])[CH3:20])=[C:6](Br)[CH:5]=1)(=[O:3])[CH3:2].CC1C=CC=CC=1P(C1C=CC=CC=1C)C1C=CC=CC=1C.C(N(CC)CC)C. The catalyst is CC#N.CCOC(C)=O.CC([O-])=O.CC([O-])=O.[Pd+2]. The product is [C:19]([N:18]1[C:7]2[C:6](=[CH:5][C:4]([C:1](=[O:3])[CH3:2])=[C:9]([O:10][CH2:11][C:12]3[CH:17]=[CH:16][CH:15]=[CH:14][CH:13]=3)[CH:8]=2)[C:23]([CH3:24])=[CH:22]1)(=[O:21])[CH3:20]. The yield is 0.540. (2) The reactants are [N:1]1[CH:6]=[CH:5][CH:4]=[C:3]([C:7]2[N:16]=[C:15]([C:17]([OH:19])=O)[C:14]3[C:9](=[CH:10][CH:11]=[CH:12][CH:13]=3)[N:8]=2)[CH:2]=1.Cl.[OH:21][C:22]1[C:31]([CH3:32])=[CH:30][CH:29]=[C:28]2[C:23]=1[CH2:24][CH2:25][NH:26][CH2:27]2. No catalyst specified. The product is [N:1]1[CH:6]=[CH:5][CH:4]=[C:3]([C:7]2[N:16]=[C:15]([C:17]([N:26]3[CH2:25][CH2:24][C:23]4[C:28](=[CH:29][CH:30]=[C:31]([CH3:32])[C:22]=4[OH:21])[CH2:27]3)=[O:19])[C:14]3[C:9](=[CH:10][CH:11]=[CH:12][CH:13]=3)[N:8]=2)[CH:2]=1. The yield is 0.130. (3) The reactants are Br[C:2]1[CH:11]=[C:10]([CH2:12][N:13]([C:15]([O:17][C:18]([CH3:21])([CH3:20])[CH3:19])=[O:16])[CH3:14])[CH:9]=[CH:8][C:3]=1[C:4]([O:6][CH3:7])=[O:5].[CH2:22]([Sn](CCCC)(CCCC)C=C)[CH2:23]CC. The catalyst is CN(C=O)C.C1C=CC(P(C2C=CC=CC=2)[C-]2C=CC=C2)=CC=1.C1C=CC(P(C2C=CC=CC=2)[C-]2C=CC=C2)=CC=1.Cl[Pd]Cl.[Fe+2]. The product is [CH3:19][C:18]([O:17][C:15]([N:13]([CH2:12][C:10]1[CH:9]=[CH:8][C:3]([C:4]([O:6][CH3:7])=[O:5])=[C:2]([C:22]#[CH:23])[CH:11]=1)[CH3:14])=[O:16])([CH3:21])[CH3:20]. The yield is 0.180.